This data is from Peptide-MHC class I binding affinity with 185,985 pairs from IEDB/IMGT. The task is: Regression. Given a peptide amino acid sequence and an MHC pseudo amino acid sequence, predict their binding affinity value. This is MHC class I binding data. (1) The peptide sequence is RQMKSGGRF. The MHC is HLA-A02:06 with pseudo-sequence HLA-A02:06. The binding affinity (normalized) is 0.430. (2) The binding affinity (normalized) is 0.669. The peptide sequence is SYQHFRRLLL. The MHC is Patr-A0701 with pseudo-sequence YSAMYRESVAGIYANTLYILFELYTWVAQAYRSY. (3) The peptide sequence is VLQWASLAV. The MHC is HLA-A33:01 with pseudo-sequence HLA-A33:01. The binding affinity (normalized) is 0. (4) The peptide sequence is GMFTDRSGSQ. The MHC is HLA-A01:01 with pseudo-sequence HLA-A01:01. The binding affinity (normalized) is 0. (5) The peptide sequence is FPRCRYVHK. The MHC is HLA-A11:01 with pseudo-sequence HLA-A11:01. The binding affinity (normalized) is 0.293. (6) The peptide sequence is KGFTDADNTW. The MHC is HLA-B52:01 with pseudo-sequence YYATYREISTNTYENIAYWTYNYYTWAELAYLWH. The binding affinity (normalized) is 0.134. (7) The peptide sequence is GLFLTTEAV. The MHC is HLA-A02:01 with pseudo-sequence HLA-A02:01. The binding affinity (normalized) is 0.661. (8) The peptide sequence is RVGIYFGMK. The MHC is HLA-A02:01 with pseudo-sequence HLA-A02:01. The binding affinity (normalized) is 0.0847.